Predict the reaction yield, written as a fraction of the theoretical maximum amount of product (1.0 means a 100% yield; for example, 0.34 means a 34% yield). From a dataset of Reaction yield outcomes from USPTO patents with 853,638 reactions. (1) The catalyst is CN(C=O)C. The reactants are [C:1](OC(O[C:1]([CH3:4])([CH3:3])[CH3:2])N(C)C)([CH3:4])([CH3:3])[CH3:2].[Cl:15][C:16]1[N:21]=[C:20]2[O:22][C:23]([C:29]3[CH:34]=[CH:33][C:32]([F:35])=[CH:31][CH:30]=3)=[C:24]([C:25](=[O:28])[NH:26][CH3:27])[C:19]2=[CH:18][C:17]=1[C:36]1[CH:37]=[CH:38][C:39]([O:45][CH3:46])=[C:40]([CH:44]=1)[C:41]([OH:43])=[O:42]. The yield is 0.400. The product is [Cl:15][C:16]1[N:21]=[C:20]2[O:22][C:23]([C:29]3[CH:34]=[CH:33][C:32]([F:35])=[CH:31][CH:30]=3)=[C:24]([C:25](=[O:28])[NH:26][CH3:27])[C:19]2=[CH:18][C:17]=1[C:36]1[CH:37]=[CH:38][C:39]([O:45][CH3:46])=[C:40]([CH:44]=1)[C:41]([O:43][C:1]([CH3:4])([CH3:3])[CH3:2])=[O:42]. (2) The reactants are [H-].[Na+].[CH2:3]([O:13][CH2:14][CH2:15][CH2:16][CH2:17]Br)/[CH:4]=[C:5](/[CH2:7][CH2:8][CH:9]=[C:10]([CH3:12])[CH3:11])\[CH3:6].[NH:19]1[CH:23]=[CH:22][N:21]=[CH:20]1. No catalyst specified. The product is [CH2:3]([O:13][CH2:14][CH2:15][CH2:16][CH2:17][N:19]1[CH:23]=[CH:22][N:21]=[CH:20]1)/[CH:4]=[C:5](/[CH2:7][CH2:8][CH:9]=[C:10]([CH3:12])[CH3:11])\[CH3:6]. The yield is 0.900. (3) The reactants are [F-].[K+].P(C(C(F)(F)F)(F)F)(C(C(F)(F)F)(F)F)C(C(F)(F)F)(F)F.[CH2:25]([O:28][CH2:29][CH2:30][OH:31])[CH:26]=[CH2:27].[F:32][C:33]([P:39](=[O:54])(C(F)(F)C(F)(F)F)[C:40]([F:46])([F:45])[C:41]([F:44])([F:43])[F:42])([F:38])[C:34]([F:37])([F:36])[F:35]. No catalyst specified. The product is [F:38][C:33]([P:39]([C:40]([F:45])([F:46])[C:41]([F:43])([F:44])[F:42])(=[O:54])[O:31][CH2:30][CH2:29][O:28][CH2:25][CH:26]=[CH2:27])([F:32])[C:34]([F:37])([F:36])[F:35]. The yield is 0.450. (4) No catalyst specified. The reactants are I[C:2]1[CH:3]=[C:4]([N:8]2[C:16]3[C:11](=[CH:12][CH:13]=[CH:14][CH:15]=3)[C:10]([C:17]([NH2:19])=[O:18])=[N:9]2)[CH:5]=[CH:6][CH:7]=1.[S:20]1[CH:24]=[CH:23][N:22]=[C:21]1[C@@:25]([OH:29])([C:27]#[CH:28])[CH3:26]. The yield is 0.520. The product is [OH:29][C@@:25]([C:21]1[S:20][CH:24]=[CH:23][N:22]=1)([CH3:26])[C:27]#[C:28][C:2]1[CH:3]=[C:4]([N:8]2[C:16]3[C:11](=[CH:12][CH:13]=[CH:14][CH:15]=3)[C:10]([C:17]([NH2:19])=[O:18])=[N:9]2)[CH:5]=[CH:6][CH:7]=1. (5) The reactants are Cl.[F:2][C:3]1[CH:8]=[CH:7][C:6]([NH:9][NH2:10])=[C:5]([CH3:11])[CH:4]=1.[Br:12][C:13]1[C:18]2[O:19][CH2:20][C:21](=[O:23])[NH:22][C:17]=2[CH:16]=[C:15]([C:24](=O)[CH2:25][C:26](=O)[C:27]([F:30])([F:29])[F:28])[CH:14]=1. No catalyst specified. The product is [Br:12][C:13]1[C:18]2[O:19][CH2:20][C:21](=[O:23])[NH:22][C:17]=2[CH:16]=[C:15]([C:24]2[N:9]([C:6]3[CH:7]=[CH:8][C:3]([F:2])=[CH:4][C:5]=3[CH3:11])[N:10]=[C:26]([C:27]([F:30])([F:29])[F:28])[CH:25]=2)[CH:14]=1. The yield is 0.320.